This data is from Reaction yield outcomes from USPTO patents with 853,638 reactions. The task is: Predict the reaction yield, written as a fraction of the theoretical maximum amount of product (1.0 means a 100% yield; for example, 0.34 means a 34% yield). The reactants are [NH2:1][C:2]1[CH:7]=[CH:6][CH:5]=[CH:4][C:3]=1[CH:8]1[N:13]2[N:14]=[C:15]([C:19]3[CH:24]=[CH:23][C:22]([OH:25])=[CH:21][CH:20]=3)[C:16]([C:17]#[N:18])=[C:12]2[NH:11][CH2:10][CH2:9]1.Br[CH2:27][CH:28]1[CH2:30][CH2:29]1.C([O-])([O-])=O.[K+].[K+]. The catalyst is CC(C)=O. The product is [NH2:1][C:2]1[CH:7]=[CH:6][CH:5]=[CH:4][C:3]=1[CH:8]1[N:13]2[N:14]=[C:15]([C:19]3[CH:20]=[CH:21][C:22]([O:25][CH2:27][CH:28]4[CH2:30][CH2:29]4)=[CH:23][CH:24]=3)[C:16]([C:17]#[N:18])=[C:12]2[NH:11][CH2:10][CH2:9]1. The yield is 0.780.